From a dataset of Full USPTO retrosynthesis dataset with 1.9M reactions from patents (1976-2016). Predict the reactants needed to synthesize the given product. Given the product [CH2:19]([C:8]1[N:7]=[C:6]([CH2:5][CH2:4][O:28][S:27]([CH3:26])(=[O:29])=[O:40])[CH:11]=[C:10]([C:12]2[CH:17]=[CH:16][C:15]([CH3:18])=[CH:14][CH:13]=2)[N:9]=1)[C:20]1[CH:25]=[CH:24][CH:23]=[CH:22][CH:21]=1, predict the reactants needed to synthesize it. The reactants are: N([CH2:4][CH2:5][C:6]1[CH:11]=[C:10]([C:12]2[CH:17]=[CH:16][C:15]([CH3:18])=[CH:14][CH:13]=2)[N:9]=[C:8]([CH2:19][C:20]2[CH:25]=[CH:24][CH:23]=[CH:22][CH:21]=2)[N:7]=1)=[N+]=[N-].[CH3:26][S:27](Cl)(=[O:29])=[O:28].CCN(CC)CC.CC[O:40]C(C)=O.